The task is: Predict the product of the given reaction.. This data is from Forward reaction prediction with 1.9M reactions from USPTO patents (1976-2016). (1) Given the reactants CO[C:3]1[CH:4]=[C:5]([N:11]2[CH2:16][CH2:15][NH:14][C@H:13]([CH3:17])[CH2:12]2)[CH:6]=[CH:7][C:8]=1[O:9][CH3:10].BrC1C=CC(OC)=CC=1, predict the reaction product. The product is: [CH3:10][O:9][C:8]1[CH:7]=[CH:6][C:5]([N:11]2[CH2:16][CH2:15][NH:14][C@H:13]([CH3:17])[CH2:12]2)=[CH:4][CH:3]=1. (2) Given the reactants [F:1][C:2]1[CH:11]=[C:10]2[C:5]([CH2:6][CH2:7][C:8](=[O:13])[N:9]2[CH3:12])=[CH:4][C:3]=1B1OC(C)(C)C(C)(C)O1.Br[C:24]1[C:25]([CH3:38])=[C:26]([CH2:30][NH:31][S@@:32]([C:34]([CH3:37])([CH3:36])[CH3:35])=[O:33])[CH:27]=[N:28][CH:29]=1, predict the reaction product. The product is: [F:1][C:2]1[CH:11]=[C:10]2[C:5]([CH2:6][CH2:7][C:8](=[O:13])[N:9]2[CH3:12])=[CH:4][C:3]=1[C:24]1[C:25]([CH3:38])=[C:26]([CH2:30][NH:31][S@@:32]([C:34]([CH3:36])([CH3:35])[CH3:37])=[O:33])[CH:27]=[N:28][CH:29]=1. (3) Given the reactants [OH:1][C@@H:2]([C@H:4]1[C:35](=[O:36])[N:6]2[C:7]([C:22]([O:24][CH2:25][C:26]3[CH:31]=[CH:30][C:29]([N+:32]([O-:34])=[O:33])=[CH:28][CH:27]=3)=[O:23])=[C:8]([C:11]3[S:15][C:14]4=[C:16]([CH2:20][OH:21])[N:17]=[C:18]([CH3:19])[N:13]4[CH:12]=3)[C@H:9]([CH3:10])[C@H:5]12)[CH3:3], predict the reaction product. The product is: [CH:20]([C:16]1[N:17]=[C:18]([CH3:19])[N:13]2[CH:12]=[C:11]([C:8]3[C@H:9]([CH3:10])[C@@H:5]4[C@@H:4]([C@H:2]([OH:1])[CH3:3])[C:35](=[O:36])[N:6]4[C:7]=3[C:22]([O:24][CH2:25][C:26]3[CH:27]=[CH:28][C:29]([N+:32]([O-:34])=[O:33])=[CH:30][CH:31]=3)=[O:23])[S:15][C:14]=12)=[O:21].